This data is from Reaction yield outcomes from USPTO patents with 853,638 reactions. The task is: Predict the reaction yield, written as a fraction of the theoretical maximum amount of product (1.0 means a 100% yield; for example, 0.34 means a 34% yield). (1) The reactants are [CH2:1]([N:5]1[C:13]2[N:12]=[C:11]([Cl:14])[N:10](CC=C)[C:9]=2[C:8](=[O:18])[N:7]([CH2:19][CH2:20][CH2:21][CH2:22][C:23]2[N:24]=[CH:25][NH:26]C=2)[C:6]1=[O:28])[CH2:2][CH2:3][CH3:4].Cl[CH2:30][C:31]1[CH:36]=[CH:35][CH:34]=[C:33]([C:37]([F:40])([F:39])[F:38])[CH:32]=1.CCN(C(C)C)C(C)C.N1CCOCC1. The catalyst is CN(C=O)C.C1C=CC([P]([Pd]([P](C2C=CC=CC=2)(C2C=CC=CC=2)C2C=CC=CC=2)([P](C2C=CC=CC=2)(C2C=CC=CC=2)C2C=CC=CC=2)[P](C2C=CC=CC=2)(C2C=CC=CC=2)C2C=CC=CC=2)(C2C=CC=CC=2)C2C=CC=CC=2)=CC=1. The product is [CH2:1]([N:5]1[C:13]2[N:12]=[C:11]([Cl:14])[NH:10][C:9]=2[C:8](=[O:18])[N:7]([CH2:19][CH2:20][CH2:21][C:22]2[N:26]=[CH:25][N:24]([CH2:30][C:31]3[CH:36]=[CH:35][CH:34]=[C:33]([C:37]([F:38])([F:39])[F:40])[CH:32]=3)[CH:23]=2)[C:6]1=[O:28])[CH2:2][CH2:3][CH3:4]. The yield is 0.0900. (2) The reactants are C(O[CH:4](OCC)[C:5]#[C:6][C:7]1[CH:8]=[C:9]2[C:13](=[CH:14][CH:15]=1)[NH:12][C:11](=[O:16])[CH2:10]2)C.[C:20]1([NH:26][NH2:27])[CH:25]=[CH:24][CH:23]=[CH:22][CH:21]=1.S(=O)(=O)(O)O.C([O-])(O)=O.[Na+]. The catalyst is C(#N)C.O. The product is [C:20]1([N:26]2[C:6]([C:7]3[CH:8]=[C:9]4[C:13](=[CH:14][CH:15]=3)[NH:12][C:11](=[O:16])[CH2:10]4)=[CH:5][CH:4]=[N:27]2)[CH:25]=[CH:24][CH:23]=[CH:22][CH:21]=1. The yield is 0.410. (3) The product is [CH2:14]([N:11]1[CH2:12][CH2:13][NH:8][C:9]([CH3:22])([CH3:21])[CH2:10]1)[C:15]1[CH:16]=[CH:17][CH:18]=[CH:19][CH:20]=1. The yield is 0.970. The catalyst is CO. The reactants are C(OC([N:8]1[CH2:13][CH2:12][N:11]([CH2:14][C:15]2[CH:20]=[CH:19][CH:18]=[CH:17][CH:16]=2)[CH2:10][C:9]1([CH3:22])[CH3:21])=O)(C)(C)C.Cl. (4) The reactants are [F:1][CH2:2][C:3]([C:7]1[O:11][N:10]=[C:9]([NH:12][C:13](=[O:21])OC2C=CC=CC=2)[CH:8]=1)([CH3:6])[CH2:4][F:5].[CH3:22][O:23][C:24]1[CH:25]=[C:26]2[C:31](=[CH:32][C:33]=1[O:34][CH2:35][CH2:36][O:37][CH3:38])[N:30]=[CH:29][N:28]=[C:27]2[O:39][C:40]1[CH:41]=[C:42]([CH:44]=[CH:45][CH:46]=1)[NH2:43]. The catalyst is CN(C)C1C=CN=CC=1.C1COCC1. The product is [F:5][CH2:4][C:3]([C:7]1[O:11][N:10]=[C:9]([NH:12][C:13]([NH:43][C:42]2[CH:44]=[CH:45][CH:46]=[C:40]([O:39][C:27]3[C:26]4[C:31](=[CH:32][C:33]([O:34][CH2:35][CH2:36][O:37][CH3:38])=[C:24]([O:23][CH3:22])[CH:25]=4)[N:30]=[CH:29][N:28]=3)[CH:41]=2)=[O:21])[CH:8]=1)([CH3:6])[CH2:2][F:1]. The yield is 0.370. (5) The reactants are [NH2:1][C:2]1[N:3]=[CH:4][C:5]2[S:10][C:9](=[O:11])[N:8]([C@@H:12]3[O:24][C@H:23]([CH2:25][O:26][Si](C(C)(C)C)(C)C)[C@@H:18]([O:19][C:20](=[O:22])[CH3:21])[C@H:13]3[O:14][C:15](=[O:17])[CH3:16])[C:6]=2[N:7]=1.N1C=CC=CC=1. The catalyst is C1COCC1. The product is [NH2:1][C:2]1[N:3]=[CH:4][C:5]2[S:10][C:9](=[O:11])[N:8]([C@@H:12]3[O:24][C@H:23]([CH2:25][OH:26])[C@@H:18]([O:19][C:20](=[O:22])[CH3:21])[C@H:13]3[O:14][C:15](=[O:17])[CH3:16])[C:6]=2[N:7]=1. The yield is 1.00. (6) The catalyst is C(#N)C. The yield is 0.490. The product is [CH3:36][C@@:26]([S:32]([CH3:35])(=[O:33])=[O:34])([CH2:25][CH2:24][N:12]1[CH:13]=[C:9]([B:4]2[O:5][C:6]([CH3:7])([CH3:8])[C:2]([CH3:14])([CH3:1])[O:3]2)[CH:10]=[N:11]1)[C:27]([O:29][CH2:30][CH3:31])=[O:28]. The reactants are [CH3:1][C:2]1([CH3:14])[C:6]([CH3:8])([CH3:7])[O:5][B:4]([C:9]2[CH:10]=[N:11][NH:12][CH:13]=2)[O:3]1.C(=O)([O-])[O-].[Cs+].[Cs+].[I-].[Na+].Br[CH2:24][CH2:25][C@@:26]([CH3:36])([S:32]([CH3:35])(=[O:34])=[O:33])[C:27]([O:29][CH2:30][CH3:31])=[O:28].